From a dataset of Experimentally validated miRNA-target interactions with 360,000+ pairs, plus equal number of negative samples. Binary Classification. Given a miRNA mature sequence and a target amino acid sequence, predict their likelihood of interaction. (1) The miRNA is hsa-miR-1257 with sequence AGUGAAUGAUGGGUUCUGACC. The protein sequence of the target gene is MPKPINVRVTTMDAELEFAIQPNTTGKQLFDQVVKTIGLREVWYFGLHYVDNKGFPTWLKLDKKVSAQEVRKENPLQFKFRAKFYPEDVAEELIQDITQKLFFLQVKEGILSDEIYCPPETAVLLGSYAVQAKFGDYNKEVHKSGYLSSERLIPQRVMDQHKLTRDQWEDRIQVWHAEHRGMLKDNAMLEYLKIAQDLEMYGINYFEIKNKKGTDLWLGVDALGLNIYEKDDKLTPKIGFPWSEIRNISFNDKKFVIKPIDKKAPDFVFYAPRLRINKRILQLCMGNHELYMRRRKPDTI.... Result: 1 (interaction). (2) The miRNA is hsa-miR-3919 with sequence GCAGAGAACAAAGGACUCAGU. The protein sequence of the target gene is MSDWSALHQLLEKVQPYSTAGGKVWIKVLFIFRILLLGTAIESAWSDEQFEFHCNTQQPGCENVCYDHAFPISHVRLWVLQVIFVSVPILLYLAHVYYVVRQNKKLNKQEEELEAAHFNEASVERHLETIAGEQFKCGSEEQSKVKMRGRLLLTYMASIFFKSVFEMAFLLIQWYIYGFTLSALYICEQSPCPRRVDCFLSRPTEKTIFILFMFVVSVVSFVLDIIELFYVLFKAIKNRMRKAEDEVYCDELPCPSHVSSSTVLTTIDSSEQAVPVELSSVCI. Result: 0 (no interaction). (3) The miRNA is hsa-miR-1305 with sequence UUUUCAACUCUAAUGGGAGAGA. The protein sequence of the target gene is MAAAAAAAVGGQQPSQPELPAPGLALDKAATAAHLKAALSRPDNRAGAEELQALLERVLSAERPLAAAAGGEDAAAAGGGGGPGAAEEEALEWCKCLLAGGGGYDEFCAAVRAYDPAALCGLVWTANFVAYRCRTCGISPCMSLCAECFHQGDHTGHDFNMFRSQAGGACDCGDSNVMRESGFCKRHQIKSSSNIPCVPKDLLMMSEFVLPRFIFCLIQYLREGYNEPAADGPSEKDLNKVLQLLEPQISFLEDLTKMGGAMRSVLTQVLTNQQNYKDLTSGLGENACVKKSHEKYLIAL.... Result: 1 (interaction).